From a dataset of Reaction yield outcomes from USPTO patents with 853,638 reactions. Predict the reaction yield, written as a fraction of the theoretical maximum amount of product (1.0 means a 100% yield; for example, 0.34 means a 34% yield). (1) The reactants are [NH2:1][C:2]1[N:6]([C:7]2[CH:12]=[CH:11][CH:10]=[CH:9][C:8]=2O)[N:5]=[C:4]([C:14]([CH3:17])([CH3:16])[CH3:15])[CH:3]=1.C1(P(C2C=CC=CC=2)C2C=CC=CC=2)C=CC=CC=1.[CH2:37]([O:44][CH2:45][C@@H:46]([OH:48])[CH3:47])[C:38]1[CH:43]=[CH:42][CH:41]=[CH:40][CH:39]=1.CC(OC(/N=N/C(OC(C)C)=O)=O)C. The catalyst is C1COCC1.CO.O. The product is [CH2:37]([O:44][CH2:45][C@@H:46]([CH3:47])[O:48][C:9]1[CH:8]=[C:7]([N:6]2[C:2]([NH2:1])=[CH:3][C:4]([C:14]([CH3:17])([CH3:16])[CH3:15])=[N:5]2)[CH:12]=[CH:11][CH:10]=1)[C:38]1[CH:43]=[CH:42][CH:41]=[CH:40][CH:39]=1. The yield is 0.450. (2) The reactants are [Cl:1][C:2]1[N:3]=[C:4]([C:9]([NH:11][C:12]2[CH:17]=[CH:16][C:15]([C:18]3[O:19][C:20]([CH3:27])=[C:21]([C:23]([O:25]C)=[O:24])[N:22]=3)=[CH:14][C:13]=2[O:28][CH3:29])=[O:10])[NH:5][C:6]=1[CH2:7][CH3:8].[OH-].[Li+].CO. The catalyst is O1CCCC1. The product is [Cl:1][C:2]1[N:3]=[C:4]([C:9]([NH:11][C:12]2[CH:17]=[CH:16][C:15]([C:18]3[O:19][C:20]([CH3:27])=[C:21]([C:23]([OH:25])=[O:24])[N:22]=3)=[CH:14][C:13]=2[O:28][CH3:29])=[O:10])[NH:5][C:6]=1[CH2:7][CH3:8]. The yield is 0.850.